From a dataset of Forward reaction prediction with 1.9M reactions from USPTO patents (1976-2016). Predict the product of the given reaction. Given the reactants [CH3:1]C1=C(C)C(OC1=O)=O.[NH2:10][CH2:11][CH2:12]C12CC(CC1)C=C2.[C:20]1([CH3:26])[CH:25]=[CH:24][CH:23]=[CH:22][CH:21]=1, predict the reaction product. The product is: [NH2:10][CH2:11][CH2:12][CH2:26][C:20]12[CH2:1][CH:23]([CH2:24][CH2:25]1)[CH:22]=[CH:21]2.